This data is from Forward reaction prediction with 1.9M reactions from USPTO patents (1976-2016). The task is: Predict the product of the given reaction. (1) Given the reactants [C:1]([C:3]1[CH:11]=[CH:10][C:6]2[N:7]=[CH:8][S:9][C:5]=2[CH:4]=1)#[N:2].CCCCCCC.C1COCC1.C(C1C=CC=CC=1)C.[CH:32]([C:34]1[C:42]([O:43][CH3:44])=[CH:41][C:40]([CH3:45])=[C:39]2[C:35]=1[CH:36]=[CH:37][N:38]2[C:46]([O:48][C:49]([CH3:52])([CH3:51])[CH3:50])=[O:47])=[O:33], predict the reaction product. The product is: [C:1]([C:3]1[CH:11]=[CH:10][C:6]2[N:7]=[C:8]([CH:32]([OH:33])[C:34]3[C:42]([O:43][CH3:44])=[CH:41][C:40]([CH3:45])=[C:39]4[C:35]=3[CH:36]=[CH:37][N:38]4[C:46]([O:48][C:49]([CH3:51])([CH3:50])[CH3:52])=[O:47])[S:9][C:5]=2[CH:4]=1)#[N:2]. (2) Given the reactants [Cl:1][C:2]1[CH:22]=[C:21]([C:23]([F:26])([F:25])[F:24])[CH:20]=[CH:19][C:3]=1[CH2:4][N:5]1[C:9](/[CH:10]=[CH:11]/[C:12]([OH:14])=O)=[CH:8][C:7]([O:15][CH:16]([CH3:18])[CH3:17])=[N:6]1.[CH3:27][CH:28]([CH3:35])[CH2:29][CH2:30][S:31]([NH2:34])(=[O:33])=[O:32].N12CCCN=C1CCCCC2, predict the reaction product. The product is: [Cl:1][C:2]1[CH:22]=[C:21]([C:23]([F:26])([F:25])[F:24])[CH:20]=[CH:19][C:3]=1[CH2:4][N:5]1[C:9](/[CH:10]=[CH:11]/[C:12]([NH:34][S:31]([CH2:30][CH2:29][CH:28]([CH3:35])[CH3:27])(=[O:33])=[O:32])=[O:14])=[CH:8][C:7]([O:15][CH:16]([CH3:17])[CH3:18])=[N:6]1. (3) Given the reactants [Na].[NH2:2][C:3]([NH2:5])=[S:4].CC[O-].[Na+].[CH2:10]([CH:14]([C:20]([CH3:22])=O)[C:15](OCC)=[O:16])[CH2:11][CH2:12][CH3:13], predict the reaction product. The product is: [CH2:10]([C:14]1[C:15](=[O:16])[NH:2][C:3](=[S:4])[NH:5][C:20]=1[CH3:22])[CH2:11][CH2:12][CH3:13]. (4) The product is: [ClH:1].[ClH:1].[NH2:15][C@@H:16]([CH2:19][CH:20]([CH3:22])[CH3:21])[C@H:17]([OH:18])[C:6]([NH:8][CH:9]1[CH2:11][CH2:10]1)=[O:7]. Given the reactants [ClH:1].Cl.N[C@@H](CC)[C@H](O)[C:6]([NH:8][CH:9]1[CH2:11][CH2:10]1)=[O:7].[NH2:15][C@@H:16]([CH2:19][CH:20]([CH3:22])[CH3:21])[CH2:17][OH:18], predict the reaction product. (5) The product is: [F:1][C:2]([F:8])([F:7])[S:3]([O-:6])(=[O:5])=[O:4].[CH3:31][C:32]1([CH3:44])[CH2:37][O:36][C:35]2([CH2:42][CH2:41][CH2:40][CH2:39][CH:38]2[S:3]([C:2]2[CH:27]=[CH:28][C:23]([S+:16]([C:17]3[CH:22]=[CH:21][CH:20]=[CH:19][CH:18]=3)[C:13]3[CH:12]=[CH:11][CH:10]=[CH:15][CH:14]=3)=[CH:24][CH:25]=2)(=[O:6])=[O:4])[O:34][CH2:33]1. Given the reactants [F:1][C:2]([F:8])([F:7])[S:3]([O-:6])(=[O:5])=[O:4].F[C:10]1[CH:15]=[CH:14][C:13]([S+:16]([C:23]2[CH:28]=[CH:27]C=[CH:25][CH:24]=2)[C:17]2[CH:22]=[CH:21][CH:20]=[CH:19][CH:18]=2)=[CH:12][CH:11]=1.[OH-].[Na+].[CH3:31][C:32]1([CH3:44])[CH2:37][O:36][C:35]2([CH2:42][CH2:41][CH2:40][CH2:39][CH:38]2S)[O:34][CH2:33]1, predict the reaction product.